Dataset: Reaction yield outcomes from USPTO patents with 853,638 reactions. Task: Predict the reaction yield, written as a fraction of the theoretical maximum amount of product (1.0 means a 100% yield; for example, 0.34 means a 34% yield). The reactants are [CH3:1][NH:2][C:3]1[N:4]([CH3:14])[N:5]=[C:6]([C:8]2[CH:9]=[N:10][CH:11]=[CH:12][CH:13]=2)[CH:7]=1.[Cl:15]N1C(=O)CCC1=O. The catalyst is C(#N)C. The product is [Cl:15][C:7]1[C:6]([C:8]2[CH:9]=[N:10][CH:11]=[CH:12][CH:13]=2)=[N:5][N:4]([CH3:14])[C:3]=1[NH:2][CH3:1]. The yield is 0.230.